Dataset: Full USPTO retrosynthesis dataset with 1.9M reactions from patents (1976-2016). Task: Predict the reactants needed to synthesize the given product. The reactants are: Cl[C:2](Cl)([O:4]C(=O)OC(Cl)(Cl)Cl)Cl.[CH:13]1([NH:16][C:17]2[C:18]3[CH:39]=[CH:38][NH:37][C:19]=3[N:20]=[CH:21][C:22]=2[CH2:23][NH:24][C:25]2[C:30]([F:31])=[C:29]([O:32][CH3:33])[CH:28]=[C:27]([O:34][CH3:35])[C:26]=2[F:36])[CH2:15][CH2:14]1.C(N(CC)CC)C.[OH-].[Na+]. Given the product [CH:13]1([N:16]2[C:17]3[C:18]4[CH:39]=[CH:38][NH:37][C:19]=4[N:20]=[CH:21][C:22]=3[CH2:23][N:24]([C:25]3[C:30]([F:31])=[C:29]([O:32][CH3:33])[CH:28]=[C:27]([O:34][CH3:35])[C:26]=3[F:36])[C:2]2=[O:4])[CH2:15][CH2:14]1, predict the reactants needed to synthesize it.